This data is from Peptide-MHC class II binding affinity with 134,281 pairs from IEDB. The task is: Regression. Given a peptide amino acid sequence and an MHC pseudo amino acid sequence, predict their binding affinity value. This is MHC class II binding data. (1) The MHC is HLA-DQA10101-DQB10501 with pseudo-sequence HLA-DQA10101-DQB10501. The peptide sequence is MAVHQYTVALFLAVA. The binding affinity (normalized) is 0.336. (2) The peptide sequence is KLRSAGELELQFRRV. The MHC is HLA-DPA10201-DPB10501 with pseudo-sequence HLA-DPA10201-DPB10501. The binding affinity (normalized) is 0.737.